Dataset: Full USPTO retrosynthesis dataset with 1.9M reactions from patents (1976-2016). Task: Predict the reactants needed to synthesize the given product. (1) Given the product [ClH:35].[ClH:35].[OH:7][CH2:8][CH2:9][O:10][C:11]1[CH:12]=[CH:13][C:14]([N:17]2[C:21]3[CH:22]=[CH:23][C:24]([C:26]4[CH:27]=[CH:28][C:29]([C:30]([NH2:32])=[O:31])=[CH:33][CH:34]=4)=[CH:25][C:20]=3[N:19]=[CH:18]2)=[CH:15][CH:16]=1, predict the reactants needed to synthesize it. The reactants are: O1CCCCC1[O:7][CH2:8][CH2:9][O:10][C:11]1[CH:16]=[CH:15][C:14]([N:17]2[C:21]3[CH:22]=[CH:23][C:24]([C:26]4[CH:34]=[CH:33][C:29]([C:30]([NH2:32])=[O:31])=[CH:28][CH:27]=4)=[CH:25][C:20]=3[N:19]=[CH:18]2)=[CH:13][CH:12]=1.[ClH:35]. (2) Given the product [OH:8][CH2:7][CH:4]1[CH2:5][CH2:6][N:1]([CH2:9][C:11]2([C:16]([O:18][CH3:19])=[O:17])[CH2:15][CH2:14][CH2:13][CH2:12]2)[CH2:2][CH2:3]1, predict the reactants needed to synthesize it. The reactants are: [NH:1]1[CH2:6][CH2:5][CH:4]([CH2:7][OH:8])[CH2:3][CH2:2]1.[CH:9]([C:11]1([C:16]([O:18][CH3:19])=[O:17])[CH2:15][CH2:14][CH2:13][CH2:12]1)=O.C(C1(C(OC)=O)CCC1)=O. (3) The reactants are: [Cl:1][C:2]1[CH:7]=[CH:6][C:5]([C:8]2[N:12]([CH:13]3[CH2:15][CH2:14]3)[C:11](=[O:16])[NH:10][CH:9]=2)=[CH:4][CH:3]=1.Cl[CH2:18][C:19]([O:21][CH2:22][CH3:23])=[O:20].C(=O)([O-])[O-].[K+].[K+]. Given the product [Cl:1][C:2]1[CH:3]=[CH:4][C:5]([C:8]2[N:12]([CH:13]3[CH2:14][CH2:15]3)[C:11](=[O:16])[N:10]([CH2:18][C:19]([O:21][CH2:22][CH3:23])=[O:20])[CH:9]=2)=[CH:6][CH:7]=1, predict the reactants needed to synthesize it. (4) Given the product [OH:52][CH2:51][C@H:35]1[C@@H:36]([CH3:1])[CH2:37][CH2:38][CH2:39][N:40]1[C:23]([C:18]1[N:19]=[C:20]([CH3:22])[S:21][C:17]=1[C:14]1[CH:13]=[CH:12][C:11]([F:10])=[CH:16][CH:15]=1)=[O:25], predict the reactants needed to synthesize it. The reactants are: [CH3:1]CN(C(C)C)C(C)C.[F:10][C:11]1[CH:16]=[CH:15][C:14]([C:17]2[S:21][C:20]([CH3:22])=[N:19][C:18]=2[C:23]([OH:25])=O)=[CH:13][CH:12]=1.CN(C(ON1N=N[C:36]2[CH:37]=[CH:38][CH:39]=[N:40][C:35]1=2)=[N+](C)C)C.F[P-](F)(F)(F)(F)F.C[C:51](N(C)C)=[O:52]. (5) Given the product [CH:1]1([NH:7][S:8]([C:11]2[C:20]3[C:15](=[CH:16][CH:17]=[CH:18][CH:19]=3)[C:14]([CH2:21][NH:22][C:41](=[O:42])[C:24]3[CH:25]=[CH:26][CH:27]=[CH:28][C:23]=3[CH3:30])=[CH:13][CH:12]=2)(=[O:10])=[O:9])[CH2:2][CH2:3][CH2:4][CH2:5][CH2:6]1, predict the reactants needed to synthesize it. The reactants are: [CH:1]1([NH:7][S:8]([C:11]2[C:20]3[C:15](=[CH:16][CH:17]=[CH:18][CH:19]=3)[C:14]([CH2:21][NH2:22])=[CH:13][CH:12]=2)(=[O:10])=[O:9])[CH2:6][CH2:5][CH2:4][CH2:3][CH2:2]1.[C:23]1([CH3:30])[C:24](Cl)=[CH:25][CH:26]=[CH:27][CH:28]=1.C(N(CC)CC)C.CN([CH:41]=[O:42])C. (6) The reactants are: C([O-])=O.[NH4+].Cl[C:6]1[N:15]=[C:14]([O:16][CH2:17][CH2:18][O:19][CH3:20])[C:13]([F:21])=[CH:12][C:7]=1[C:8]([O:10][CH3:11])=[O:9]. Given the product [F:21][C:13]1[C:14]([O:16][CH2:17][CH2:18][O:19][CH3:20])=[N:15][CH:6]=[C:7]([CH:12]=1)[C:8]([O:10][CH3:11])=[O:9], predict the reactants needed to synthesize it. (7) Given the product [CH:13]1([C:11]2[C:10]3[CH2:16][O:17][C:18]([CH3:21])([CH3:20])[CH2:19][C:9]=3[C:8]([C:22]#[N:23])=[C:7]([N:33]3[CH2:32][CH2:31][NH:30][C@H:29]([CH:26]([CH3:28])[CH3:27])[CH2:34]3)[N:12]=2)[CH2:15][CH2:14]1, predict the reactants needed to synthesize it. The reactants are: FC(F)(F)S(O[C:7]1[C:8]([C:22]#[N:23])=[C:9]2[CH2:19][C:18]([CH3:21])([CH3:20])[O:17][CH2:16][C:10]2=[C:11]([CH:13]2[CH2:15][CH2:14]2)[N:12]=1)(=O)=O.[CH:26]([C@@H:29]1[CH2:34][NH:33][CH2:32][CH2:31][NH:30]1)([CH3:28])[CH3:27].C(N(CC)CC)C.